From a dataset of Reaction yield outcomes from USPTO patents with 853,638 reactions. Predict the reaction yield, written as a fraction of the theoretical maximum amount of product (1.0 means a 100% yield; for example, 0.34 means a 34% yield). The reactants are [CH2:1]([O:8][C@@H:9]1[C@H:13]([CH2:14][O:15][CH2:16][C:17]2[CH:22]=[CH:21][CH:20]=[CH:19][CH:18]=2)[CH2:12][C@H:11]([OH:23])[CH2:10]1)[C:2]1[CH:7]=[CH:6][CH:5]=[CH:4][CH:3]=1.C(N(CC)CC)C.CS(Cl)(=O)=O.[OH-].[Na+]. The catalyst is C(Cl)Cl.O1CCCC1.C([O-])(=O)C.C([N+](CCCC)(CCCC)CCCC)CCC.O.CO. The product is [CH2:1]([O:8][C@@H:9]1[C@H:13]([CH2:14][O:15][CH2:16][C:17]2[CH:22]=[CH:21][CH:20]=[CH:19][CH:18]=2)[CH2:12][C@@H:11]([OH:23])[CH2:10]1)[C:2]1[CH:3]=[CH:4][CH:5]=[CH:6][CH:7]=1. The yield is 0.700.